This data is from Forward reaction prediction with 1.9M reactions from USPTO patents (1976-2016). The task is: Predict the product of the given reaction. (1) Given the reactants [Si]([O:8][C@H:9]1[C:18](=[O:19])[C:17]2[C:16]([CH2:20][O:21][CH3:22])=[CH:15][N:14]3[C:23]([CH3:27])=[C:24]([CH3:26])[N:25]=[C:13]3[C:12]=2[NH:11][C@@H:10]1[C:28]1[CH:33]=[CH:32][CH:31]=[CH:30][CH:29]=1)(C(C)(C)C)(C)C.[F-].C([N+](CCCC)(CCCC)CCCC)CCC.C(=O)([O-])O.[Na+], predict the reaction product. The product is: [OH:8][C@H:9]1[C:18](=[O:19])[C:17]2[C:16]([CH2:20][O:21][CH3:22])=[CH:15][N:14]3[C:23]([CH3:27])=[C:24]([CH3:26])[N:25]=[C:13]3[C:12]=2[NH:11][C@@H:10]1[C:28]1[CH:33]=[CH:32][CH:31]=[CH:30][CH:29]=1. (2) Given the reactants C(OC(N1CC=C(B2OC(C)(C)C(C)(C)O2)CC1)=O)(C)(C)C.[C:23]([O:27][C:28]([N:30]1[CH2:35][CH:34]=[C:33]([C:36]2[CH:41]=[CH:40][C:39]([C:42]3[N:47]=[CH:46][CH:45]=[CH:44][N:43]=3)=[CH:38][C:37]=2[F:48])[CH2:32][CH2:31]1)=[O:29])([CH3:26])([CH3:25])[CH3:24].BrC1C=C([F:56])C(Br)=CC=1F, predict the reaction product. The product is: [C:23]([O:27][C:28]([N:30]1[CH2:31][CH:32]=[C:33]([C:36]2[CH:41]=[C:40]([F:56])[C:39]([C:42]3[N:47]=[CH:46][CH:45]=[CH:44][N:43]=3)=[CH:38][C:37]=2[F:48])[CH2:34][CH2:35]1)=[O:29])([CH3:26])([CH3:24])[CH3:25]. (3) Given the reactants [CH3:1][N:2]1[CH:6]=[C:5]([C:7]2[C:11]([CH3:12])=[C:10]([NH:13][C:14](=[O:22])OC3C=CC=CC=3)[N:9]([C:23]3[CH:28]=[CH:27][CH:26]=[CH:25][CH:24]=3)[N:8]=2)[CH:4]=[N:3]1.C1(C2C=CC(COC)=CC=2CN)CC1.[CH3:43][O:44][CH2:45][C:46]1[CH:47]=[C:48]([CH:52]([NH2:54])[CH3:53])[CH:49]=[CH:50][CH:51]=1.[C:55]([OH:61])([C:57]([F:60])([F:59])[F:58])=[O:56], predict the reaction product. The product is: [F:58][C:57]([F:60])([F:59])[C:55]([OH:61])=[O:56].[CH3:1][N:2]1[CH:6]=[C:5]([C:7]2[C:11]([CH3:12])=[C:10]([NH:13][C:14]([NH:54][CH:52]([C:48]3[CH:49]=[CH:50][CH:51]=[C:46]([CH2:45][O:44][CH3:43])[CH:47]=3)[CH3:53])=[O:22])[N:9]([C:23]3[CH:24]=[CH:25][CH:26]=[CH:27][CH:28]=3)[N:8]=2)[CH:4]=[N:3]1. (4) Given the reactants [CH3:1][N:2]([CH3:31])[C:3]([CH:5]1[CH2:14][C:13]2[N:15]([CH3:19])[C:16]([CH3:18])=[N:17][C:12]=2[C:11]2[NH:10][C@H:9]([C:20]3[CH:25]=[CH:24][CH:23]=[CH:22][CH:21]=3)[C@@H:8]([O:26][C:27](=[O:29])[CH3:28])[C:7](=[O:30])[C:6]1=2)=[O:4].C(=O)(O)[O-].[Na+], predict the reaction product. The product is: [CH3:31][N:2]([CH3:1])[C:3]([C:5]1[C:6]2[C:7](=[O:30])[C@H:8]([O:26][C:27](=[O:29])[CH3:28])[C@@H:9]([C:20]3[CH:21]=[CH:22][CH:23]=[CH:24][CH:25]=3)[NH:10][C:11]=2[C:12]2[N:17]=[C:16]([CH3:18])[N:15]([CH3:19])[C:13]=2[CH:14]=1)=[O:4]. (5) Given the reactants C(C1C=CC(C(NC2C(C)=C(C3N=C(NC4C=CC(C(N(C(C)C)C)C(O)=O)=CC=4)C(=O)N(C)C=3)C=CC=2)=O)=CC=1)(C)(C)C.[CH2:45]([N:47]1[CH2:52][CH2:51][N:50]([CH:53]([C:59]2[CH:64]=[CH:63][C:62]([NH:65][C:66]3[C:71](=[O:72])[N:70]([CH3:73])[CH:69]=[C:68]([C:74]4[CH:79]=[CH:78][CH:77]=[C:76]([NH:80][C:81]([C:83]5[S:87][C:86]6[CH2:88][CH2:89][CH2:90][CH2:91][CH2:92][C:85]=6[CH:84]=5)=[O:82])[C:75]=4[CH3:93])[N:67]=3)=[CH:61][CH:60]=2)[C:54]([O:56]CC)=[O:55])[CH2:49][CH2:48]1)[CH3:46], predict the reaction product. The product is: [CH2:45]([N:47]1[CH2:52][CH2:51][N:50]([CH:53]([C:59]2[CH:60]=[CH:61][C:62]([NH:65][C:66]3[C:71](=[O:72])[N:70]([CH3:73])[CH:69]=[C:68]([C:74]4[CH:79]=[CH:78][CH:77]=[C:76]([NH:80][C:81]([C:83]5[S:87][C:86]6[CH2:88][CH2:89][CH2:90][CH2:91][CH2:92][C:85]=6[CH:84]=5)=[O:82])[C:75]=4[CH3:93])[N:67]=3)=[CH:63][CH:64]=2)[C:54]([OH:56])=[O:55])[CH2:49][CH2:48]1)[CH3:46]. (6) Given the reactants [Si:1]([O:8][C@@H:9]1[C@H:13]([CH2:14][O:15][Si:16]([C:19]([CH3:22])([CH3:21])[CH3:20])([CH3:18])[CH3:17])[CH2:12][C@@H:11]([O:23][C:24]2[C:29]([F:30])=[C:28](Cl)[N:27]=[CH:26][N:25]=2)[CH2:10]1)([C:4]([CH3:7])([CH3:6])[CH3:5])([CH3:3])[CH3:2].[CH3:32][O:33][C@H:34]1[CH2:42][C:41]2[C:36](=[CH:37][CH:38]=[CH:39][CH:40]=2)[C@H:35]1[NH2:43].C(=O)([O-])[O-].[Na+].[Na+], predict the reaction product. The product is: [Si:1]([O:8][C@@H:9]1[C@H:13]([CH2:14][O:15][Si:16]([C:19]([CH3:22])([CH3:21])[CH3:20])([CH3:18])[CH3:17])[CH2:12][C@@H:11]([O:23][C:24]2[N:25]=[CH:26][N:27]=[C:28]([NH:43][C@@H:35]3[C:36]4[C:41](=[CH:40][CH:39]=[CH:38][CH:37]=4)[CH2:42][C@@H:34]3[O:33][CH3:32])[C:29]=2[F:30])[CH2:10]1)([C:4]([CH3:7])([CH3:6])[CH3:5])([CH3:3])[CH3:2]. (7) Given the reactants [OH-].C([N+](CCCC)(CCCC)CCCC)CCC.O[CH2:20][C@@H:21]([O:31][CH2:32][P:33]([OH:36])([OH:35])=[O:34])[CH2:22][N:23]1[CH:30]=[N:29][C:27]([NH2:28])=[N:26][C:24]1=[O:25].[CH2:37](Br)[CH2:38][CH2:39][CH2:40][CH2:41][CH2:42][CH2:43][CH2:44][CH2:45][CH2:46][CH2:47][CH2:48][CH2:49][CH2:50][CH2:51][CH2:52][CH2:53][CH3:54], predict the reaction product. The product is: [CH3:54][CH2:53][CH2:52][CH2:51][CH2:50][CH2:49][CH2:48][CH2:47][CH2:46][CH2:45][CH2:44][CH2:43][CH2:42][CH2:41][CH2:40][CH2:39][CH2:38][CH2:37][O:36][P:33]1([O:34][CH2:20][C@H:21]([CH2:22][N:23]2[C:24](=[O:25])[N:26]=[C:27]([NH2:28])[N:29]=[CH:30]2)[O:31][CH2:32]1)=[O:35]. (8) Given the reactants [CH3:1][C:2]1[CH:3]=[N:4][N:5]([CH2:9][C:10]([O:12]CC)=[O:11])[C:6](=[O:8])[CH:7]=1.[OH-].[Li+].FC(F)(F)C(O)=O, predict the reaction product. The product is: [CH3:1][C:2]1[CH:3]=[N:4][N:5]([CH2:9][C:10]([OH:12])=[O:11])[C:6](=[O:8])[CH:7]=1.